Predict the reactants needed to synthesize the given product. From a dataset of Full USPTO retrosynthesis dataset with 1.9M reactions from patents (1976-2016). Given the product [I:22][C:23]1[CH:16]=[CH:17][C:12]([NH:11][C:10]2[C:5]([C:4]([OH:3])=[O:21])=[CH:6][N:7]([CH3:27])[C:8](=[O:25])[CH:9]=2)=[C:13]([CH3:19])[CH:14]=1, predict the reactants needed to synthesize it. The reactants are: C([O:3][C:4](=[O:21])[C:5]1[C:10]([NH:11][C:12]2[CH:17]=[CH:16]C(I)=[CH:14][C:13]=2[CH3:19])=[CH:9][C:8](Cl)=[N:7][CH:6]=1)C.[I:22][CH3:23].[Li+].[OH-:25].Cl[CH2:27]CCl.